Predict the product of the given reaction. From a dataset of Forward reaction prediction with 1.9M reactions from USPTO patents (1976-2016). (1) The product is: [Cl:9][C:6]1[CH:7]=[CH:8][C:3]([CH2:2][C:15]2[CH:16]=[CH:17][N:12]=[CH:13][CH:14]=2)=[C:4]([O:10][CH3:11])[CH:5]=1. Given the reactants Br[CH2:2][C:3]1[CH:8]=[CH:7][C:6]([Cl:9])=[CH:5][C:4]=1[O:10][CH3:11].[N:12]1[CH:17]=[CH:16][C:15](B(O)O)=[CH:14][CH:13]=1.C([O-])([O-])=O.[Na+].[Na+], predict the reaction product. (2) The product is: [CH2:1]([O:3][C:4]([C:6]1[N:7]([CH2:23][C:24]([N:26]2[CH2:27][CH2:28][N:29]([C:32]3[CH:37]=[CH:36][C:35]([F:38])=[CH:34][CH:33]=3)[CH2:30][CH2:31]2)=[O:25])[N:8]=[C:9]([C:11]2[S:12][CH:13]=[CH:14][CH:15]=2)[CH:10]=1)=[O:5])[CH3:2]. Given the reactants [CH2:1]([O:3][C:4]([C:6]1[NH:7][N:8]=[C:9]([C:11]2[S:12][CH:13]=[CH:14][CH:15]=2)[CH:10]=1)=[O:5])[CH3:2].C([O-])([O-])=O.[K+].[K+].Cl[CH2:23][C:24]([N:26]1[CH2:31][CH2:30][N:29]([C:32]2[CH:37]=[CH:36][C:35]([F:38])=[CH:34][CH:33]=2)[CH2:28][CH2:27]1)=[O:25].CN(C=O)C, predict the reaction product. (3) Given the reactants [F-:1].[CH2:2]([N+:6]([CH2:15][CH2:16][CH2:17][CH3:18])([CH2:11][CH2:12][CH2:13][CH3:14])[CH2:7][CH2:8][CH2:9][CH3:10])[CH2:3][CH2:4][CH3:5].[CH2:19]1[CH2:23][O:22][CH2:21][CH2:20]1, predict the reaction product. The product is: [F-:1].[CH2:15]([N+:6]([CH2:2][CH2:3][CH2:4][CH3:5])([CH2:7][CH2:8][CH2:9][CH3:10])[CH2:11][CH2:12][CH2:13][CH3:14])[CH2:16][CH2:17][CH3:18].[CH2:19]1[CH2:23][O:22][CH2:21][CH2:20]1. (4) Given the reactants C([O:8][CH2:9][CH2:10][O:11][CH2:12][CH2:13][C:14]([O:16][CH2:17][CH3:18])=[O:15])C1C=CC=CC=1, predict the reaction product. The product is: [OH:8][CH2:9][CH2:10][O:11][CH2:12][CH2:13][C:14]([O:16][CH2:17][CH3:18])=[O:15]. (5) The product is: [C:35]([C:32]1[CH:33]=[CH:34][C:29]([NH:28][C:13]2[N:14]=[C:15]([O:17][C:18]3[C:19]([CH3:27])=[CH:20][C:21]([C:22]#[N:23])=[CH:24][C:25]=3[CH3:26])[C:16]3[NH:8][CH:9]=[CH:10][C:11]=3[N:12]=2)=[CH:30][CH:31]=1)#[N:36]. Given the reactants C([N:8]1[C:16]2[C:15]([O:17][C:18]3[C:25]([CH3:26])=[CH:24][C:21]([C:22]#[N:23])=[CH:20][C:19]=3[CH3:27])=[N:14][C:13]([NH:28][C:29]3[CH:34]=[CH:33][C:32]([C:35]#[N:36])=[CH:31][CH:30]=3)=[N:12][C:11]=2[CH:10]=[CH:9]1)C1C=CC=CC=1.[Al+3].[Cl-].[Cl-].[Cl-], predict the reaction product. (6) Given the reactants [C:1]([CH:3]1[CH2:8][CH2:7][N:6]([C:9]([N:11]2[CH2:16][CH:15]([C:17]3[CH:22]=[CH:21][C:20]([C:23]([F:26])([F:25])[F:24])=[CH:19][CH:18]=3)[CH2:14][CH:13]([C:27]([OH:29])=O)[CH2:12]2)=[O:10])[CH2:5][CH2:4]1)#[N:2].O[NH:31][C:32](=[NH:34])[CH3:33], predict the reaction product. The product is: [CH3:33][C:32]1[N:34]=[C:27]([CH:13]2[CH2:14][CH:15]([C:17]3[CH:22]=[CH:21][C:20]([C:23]([F:26])([F:25])[F:24])=[CH:19][CH:18]=3)[CH2:16][N:11]([C:9]([N:6]3[CH2:7][CH2:8][CH:3]([C:1]#[N:2])[CH2:4][CH2:5]3)=[O:10])[CH2:12]2)[O:29][N:31]=1.